Dataset: Reaction yield outcomes from USPTO patents with 853,638 reactions. Task: Predict the reaction yield, written as a fraction of the theoretical maximum amount of product (1.0 means a 100% yield; for example, 0.34 means a 34% yield). (1) The reactants are Cl[C:2]1[N:7]2[N:8]=[C:9]([C:17]3[CH:22]=[CH:21][C:20]([F:23])=[CH:19][CH:18]=3)[C:10]([C:11]3[CH:16]=[CH:15][N:14]=[CH:13][CH:12]=3)=[C:6]2[CH:5]=[CH:4][CH:3]=1.[CH3:24][NH2:25]. No catalyst specified. The product is [F:23][C:20]1[CH:21]=[CH:22][C:17]([C:9]2[C:10]([C:11]3[CH:16]=[CH:15][N:14]=[CH:13][CH:12]=3)=[C:6]3[CH:5]=[CH:4][CH:3]=[C:2]([NH:25][CH3:24])[N:7]3[N:8]=2)=[CH:18][CH:19]=1. The yield is 0.773. (2) The catalyst is O1CCOCC1.O. The yield is 0.800. The product is [F:16][C:13]1[N:12]=[CH:11][C:10]([C:6]2[CH:5]=[C:4]([CH:9]=[CH:8][CH:7]=2)[C:3]([OH:17])=[O:2])=[CH:15][CH:14]=1. The reactants are C[O:2][C:3](=[O:17])[C:4]1[CH:9]=[CH:8][CH:7]=[C:6]([C:10]2[CH:11]=[N:12][C:13]([F:16])=[CH:14][CH:15]=2)[CH:5]=1.[OH-].[Li+]. (3) The reactants are CN(C(ON1N=NC2C=CC=NC1=2)=[N+](C)C)C.F[P-](F)(F)(F)(F)F.CCN(C(C)C)C(C)C.[OH:34][CH2:35][C@H:36]([NH:40][C:41](=[O:49])[CH2:42][N:43]1[CH2:48][CH2:47][O:46][CH2:45][CH2:44]1)[C:37]([OH:39])=O.[NH2:50][C@@H:51]([CH2:69][C:70]1[CH:75]=[CH:74][C:73]([S:76]([CH3:79])(=[O:78])=[O:77])=[CH:72][CH:71]=1)[C:52]([NH:54][C@@H:55]([CH2:62][C:63]1[CH2:68][CH2:67][CH2:66][CH2:65][CH:64]=1)[C:56]([C@@:58]1([CH3:61])[CH2:60][O:59]1)=[O:57])=[O:53]. The catalyst is CN(C=O)C.O.CCOC(C)=O. The product is [C:63]1([CH2:62][C@H:55]([NH:54][C:52](=[O:53])[C@@H:51]([NH:50][C:37](=[O:39])[C@@H:36]([NH:40][C:41](=[O:49])[CH2:42][N:43]2[CH2:48][CH2:47][O:46][CH2:45][CH2:44]2)[CH2:35][OH:34])[CH2:69][C:70]2[CH:75]=[CH:74][C:73]([S:76]([CH3:79])(=[O:77])=[O:78])=[CH:72][CH:71]=2)[C:56]([C@@:58]2([CH3:61])[CH2:60][O:59]2)=[O:57])[CH2:68][CH2:67][CH2:66][CH2:65][CH:64]=1. The yield is 0.350. (4) The reactants are CCN=C=NCCCN(C)C.C1C=CC2N(O)N=NC=2C=1.[Br:22][CH2:23][CH2:24][CH2:25][CH2:26][CH2:27][CH2:28][C:29]([OH:31])=O.[CH:32]([C:35]1[CH:41]=[CH:40][CH:39]=[C:38]([CH:42]([CH3:44])[CH3:43])[C:36]=1[NH2:37])([CH3:34])[CH3:33]. The catalyst is CN(C=O)C. The product is [Br:22][CH2:23][CH2:24][CH2:25][CH2:26][CH2:27][CH2:28][C:29]([NH:37][C:36]1[C:38]([CH:42]([CH3:43])[CH3:44])=[CH:39][CH:40]=[CH:41][C:35]=1[CH:32]([CH3:34])[CH3:33])=[O:31]. The yield is 0.300. (5) The reactants are [N+:1]([C:4]1[CH:5]=[C:6]([NH:10][C:11]([NH:13][C:14]2[C:19]([CH3:20])=[CH:18][C:17]([CH3:21])=[CH:16][C:15]=2[CH3:22])=[S:12])[CH:7]=[CH:8][CH:9]=1)([O-:3])=[O:2].BrBr. The catalyst is C(Cl)(Cl)(Cl)Cl.ClCCl. The product is [C:15]1([CH3:22])[CH:16]=[C:17]([CH3:21])[CH:18]=[C:19]([CH3:20])[C:14]=1[NH:13][C:11]1[S:12][C:5]2[C:4]([N+:1]([O-:3])=[O:2])=[CH:9][CH:8]=[CH:7][C:6]=2[N:10]=1. The yield is 1.00. (6) The reactants are [Br:1][C:2]1[C:11]([O:12][Si:13]([C:16]([CH3:19])([CH3:18])[CH3:17])([CH3:15])[CH3:14])=[C:10]2[C:5]([CH:6]=[CH:7][C:8]([CH:20]=[N:21][NH:22][C:23]3[CH:28]=[CH:27][CH:26]=[CH:25][N:24]=3)=[N:9]2)=[CH:4][CH:3]=1.C(O)(=O)C.C(O)(=O)C.IC1C=CC=CC=1. The catalyst is C(Cl)Cl. The product is [N:22]1[N:21]=[C:20]([C:8]2[CH:7]=[CH:6][C:5]3[C:10](=[C:11]([O:12][Si:13]([C:16]([CH3:19])([CH3:17])[CH3:18])([CH3:15])[CH3:14])[C:2]([Br:1])=[CH:3][CH:4]=3)[N:9]=2)[N:24]2[CH:25]=[CH:26][CH:27]=[CH:28][C:23]=12. The yield is 0.880. (7) The reactants are [NH2:1][C:2]1[CH:7]=[C:6](Cl)[CH:5]=[CH:4][N:3]=1.[OH:9][C:10]1[CH:11]=[CH:12][C:13]([N+:20]([O-:22])=[O:21])=[C:14]([C:16]([F:19])([F:18])[F:17])[CH:15]=1.C(N(C(C)C)CC)(C)C. The yield is 0.163. The catalyst is CN1CCCC1=O.C(OCC)C. The product is [N+:20]([C:13]1[CH:12]=[CH:11][C:10]([O:9][C:6]2[CH:5]=[CH:4][N:3]=[C:2]([NH2:1])[CH:7]=2)=[CH:15][C:14]=1[C:16]([F:17])([F:18])[F:19])([O-:22])=[O:21]. (8) The reactants are [CH2:1]([O:3][C:4]1[CH:9]=[CH:8][C:7](B(O)O)=[CH:6][CH:5]=1)[CH3:2].[F-].[K+].Br[C:16]1[CH:23]=[CH:22][C:19]([CH:20]=[O:21])=[CH:18][CH:17]=1. The catalyst is C([O-])(=O)C.[Pd+2].C([O-])(=O)C.C(P(C(C)(C)C)C1C=CC=CC=1C1C=CC=CC=1)(C)(C)C. The product is [CH:20]([C:19]1[CH:22]=[CH:23][C:16]([C:7]2[CH:8]=[CH:9][C:4]([O:3][CH2:1][CH3:2])=[CH:5][CH:6]=2)=[CH:17][CH:18]=1)=[O:21]. The yield is 0.900. (9) The reactants are [CH:1]1([NH:4][C:5]([C:7]2[C:15]3[CH:14]=[C:13]([C:16]4[C:21]([Cl:22])=[CH:20][N:19]=[C:18](Cl)[N:17]=4)[S:12][C:11]=3[CH:10]=[CH:9][CH:8]=2)=[O:6])[CH2:3][CH2:2]1.[C:24]([O:28][C:29](=[O:35])[NH:30][CH2:31][CH2:32][CH2:33][NH2:34])([CH3:27])([CH3:26])[CH3:25].C(N(CC)C(C)C)(C)C. The catalyst is O1CCOCC1.ClCCl. The product is [C:24]([O:28][C:29](=[O:35])[NH:30][CH2:31][CH2:32][CH2:33][NH:34][C:18]1[N:17]=[C:16]([C:13]2[S:12][C:11]3[CH:10]=[CH:9][CH:8]=[C:7]([C:5](=[O:6])[NH:4][CH:1]4[CH2:3][CH2:2]4)[C:15]=3[CH:14]=2)[C:21]([Cl:22])=[CH:20][N:19]=1)([CH3:27])([CH3:25])[CH3:26]. The yield is 0.650. (10) The reactants are [CH3:1][S:2](Cl)(=[O:4])=[O:3].[NH2:6][C:7]1[CH:12]=[CH:11][CH:10]=[CH:9][C:8]=1[C:13]1[CH:22]=[CH:21][C:20]2[NH:19][C:18](=[O:23])[C:17]3[NH:24][CH:25]=[CH:26][C:16]=3[C:15]=2[CH:14]=1.[CH2:27]([C:29]([O-:31])=[O:30])[CH3:28].O. The catalyst is N1C=CC=CC=1. The product is [CH3:1][S:2]([NH:6][C:7]1[CH:12]=[CH:11][CH:10]=[CH:9][C:8]=1[C:13]1[CH:22]=[CH:21][C:20]2[NH:19][C:18](=[O:23])[C:17]3[NH:24][CH:25]=[CH:26][C:16]=3[C:15]=2[CH:14]=1)(=[O:4])=[O:3].[CH2:27]([C:29]([O-:31])=[O:30])[CH3:28]. The yield is 0.250.